From a dataset of Reaction yield outcomes from USPTO patents with 853,638 reactions. Predict the reaction yield, written as a fraction of the theoretical maximum amount of product (1.0 means a 100% yield; for example, 0.34 means a 34% yield). The reactants are Br[C:2]1[CH:7]=[CH:6][C:5]([NH:8][C:9](=[O:20])[CH2:10][CH2:11][CH2:12][CH2:13][N:14]2[CH2:19][CH2:18][O:17][CH2:16][CH2:15]2)=[CH:4][CH:3]=1.[N:21]1[CH:26]=[CH:25][CH:24]=[C:23](B(O)O)[CH:22]=1.C(=O)([O-])[O-].[Na+].[Na+]. The catalyst is C(#N)C.C1C=CC([P]([Pd]([P](C2C=CC=CC=2)(C2C=CC=CC=2)C2C=CC=CC=2)([P](C2C=CC=CC=2)(C2C=CC=CC=2)C2C=CC=CC=2)[P](C2C=CC=CC=2)(C2C=CC=CC=2)C2C=CC=CC=2)(C2C=CC=CC=2)C2C=CC=CC=2)=CC=1. The product is [N:14]1([CH2:13][CH2:12][CH2:11][CH2:10][C:9]([NH:8][C:5]2[CH:6]=[CH:7][C:2]([C:23]3[CH:22]=[N:21][CH:26]=[CH:25][CH:24]=3)=[CH:3][CH:4]=2)=[O:20])[CH2:19][CH2:18][O:17][CH2:16][CH2:15]1. The yield is 0.710.